This data is from NCI-60 drug combinations with 297,098 pairs across 59 cell lines. The task is: Regression. Given two drug SMILES strings and cell line genomic features, predict the synergy score measuring deviation from expected non-interaction effect. Drug 1: CCCS(=O)(=O)NC1=C(C(=C(C=C1)F)C(=O)C2=CNC3=C2C=C(C=N3)C4=CC=C(C=C4)Cl)F. Drug 2: CN(C)C1=NC(=NC(=N1)N(C)C)N(C)C. Cell line: IGROV1. Synergy scores: CSS=7.26, Synergy_ZIP=-1.64, Synergy_Bliss=-2.01, Synergy_Loewe=-4.55, Synergy_HSA=-2.80.